Task: Predict the reactants needed to synthesize the given product.. Dataset: Full USPTO retrosynthesis dataset with 1.9M reactions from patents (1976-2016) Given the product [NH2:21][C:4]1[CH:5]=[C:6]([Cl:20])[C:7]([O:8][C:9]2[CH:14]=[C:13]([CH:15]([CH3:16])[CH3:17])[C:12](=[O:18])[N:11]([CH3:19])[N:10]=2)=[C:2]([Cl:1])[CH:3]=1, predict the reactants needed to synthesize it. The reactants are: [Cl:1][C:2]1[CH:3]=[C:4]([N:21]2C(=O)C3C(=CC=CC=3)C2=O)[CH:5]=[C:6]([Cl:20])[C:7]=1[O:8][C:9]1[CH:14]=[C:13]([CH:15]([CH3:17])[CH3:16])[C:12](=[O:18])[N:11]([CH3:19])[N:10]=1.C(N)CCC.O.